The task is: Regression. Given two drug SMILES strings and cell line genomic features, predict the synergy score measuring deviation from expected non-interaction effect.. This data is from NCI-60 drug combinations with 297,098 pairs across 59 cell lines. (1) Drug 1: C1=CN(C(=O)N=C1N)C2C(C(C(O2)CO)O)O.Cl. Drug 2: CN(C(=O)NC(C=O)C(C(C(CO)O)O)O)N=O. Cell line: M14. Synergy scores: CSS=21.0, Synergy_ZIP=-4.93, Synergy_Bliss=-2.46, Synergy_Loewe=-33.9, Synergy_HSA=-1.89. (2) Cell line: NCIH23. Drug 2: C1=C(C(=O)NC(=O)N1)F. Synergy scores: CSS=48.9, Synergy_ZIP=-5.55, Synergy_Bliss=-7.22, Synergy_Loewe=-2.51, Synergy_HSA=-1.27. Drug 1: COC1=C(C=C2C(=C1)N=CN=C2NC3=CC(=C(C=C3)F)Cl)OCCCN4CCOCC4. (3) Drug 1: C1=C(C(=O)NC(=O)N1)F. Drug 2: C1C(C(OC1N2C=NC3=C(N=C(N=C32)Cl)N)CO)O. Cell line: HS 578T. Synergy scores: CSS=32.2, Synergy_ZIP=-6.71, Synergy_Bliss=-1.84, Synergy_Loewe=-3.50, Synergy_HSA=-3.46. (4) Drug 2: C1=NC(=NC(=O)N1C2C(C(C(O2)CO)O)O)N. Drug 1: CNC(=O)C1=CC=CC=C1SC2=CC3=C(C=C2)C(=NN3)C=CC4=CC=CC=N4. Synergy scores: CSS=9.90, Synergy_ZIP=-1.25, Synergy_Bliss=3.59, Synergy_Loewe=-0.110, Synergy_HSA=1.83. Cell line: A549. (5) Drug 1: C1=CN(C(=O)N=C1N)C2C(C(C(O2)CO)O)O.Cl. Drug 2: CN(CCCl)CCCl.Cl. Cell line: PC-3. Synergy scores: CSS=16.8, Synergy_ZIP=-5.99, Synergy_Bliss=1.36, Synergy_Loewe=-1.72, Synergy_HSA=2.86.